Dataset: Forward reaction prediction with 1.9M reactions from USPTO patents (1976-2016). Task: Predict the product of the given reaction. (1) Given the reactants [H-].[Na+].[C:3]([C:7]1[CH:12]=[CH:11][C:10]([S:13]([NH:16][C:17]2[C:22]([C:23]3[CH:28]=[CH:27][C:26]([CH3:29])=[CH:25][CH:24]=3)=[C:21]([O:30][CH2:31][C:32]#[C:33][CH2:34][OH:35])[N:20]=[CH:19][N:18]=2)(=[O:15])=[O:14])=[CH:9][CH:8]=1)([CH3:6])([CH3:5])[CH3:4].[Br:36][C:37]1[CH:38]=[N:39][C:40](Cl)=[N:41][CH:42]=1, predict the reaction product. The product is: [C:3]([C:7]1[CH:8]=[CH:9][C:10]([S:13]([NH:16][C:17]2[C:22]([C:23]3[CH:24]=[CH:25][C:26]([CH3:29])=[CH:27][CH:28]=3)=[C:21]([O:30][C:31]#[C:32][CH2:33][CH2:34][O:35][C:40]3[N:41]=[CH:42][C:37]([Br:36])=[CH:38][N:39]=3)[N:20]=[CH:19][N:18]=2)(=[O:14])=[O:15])=[CH:11][CH:12]=1)([CH3:5])([CH3:4])[CH3:6]. (2) Given the reactants Br[C:2]1[CH:3]=[C:4]2[C:8](=[CH:9][CH:10]=1)[CH:7]([N:11]1[CH2:16][CH2:15][N:14]([C:17]([O:19][C:20]([CH3:23])([CH3:22])[CH3:21])=[O:18])[CH2:13][CH2:12]1)[CH2:6][CH2:5]2.CS(C)=[O:26].N#N.C1(P([C:53]2[CH:58]=CC=CC=2)CCCP(C2C=CC=CC=2)C2C=CC=CC=2)C=CC=CC=1.[CH2:59]([OH:61])C, predict the reaction product. The product is: [CH2:58]([O:26][C:59]([C:2]1[CH:3]=[C:4]2[C:8](=[CH:9][CH:10]=1)[CH:7]([N:11]1[CH2:16][CH2:15][N:14]([C:17]([O:19][C:20]([CH3:23])([CH3:22])[CH3:21])=[O:18])[CH2:13][CH2:12]1)[CH2:6][CH2:5]2)=[O:61])[CH3:53]. (3) Given the reactants [Cl-].[Al+3].[Cl-].[Cl-].[Cl:5][C:6]1[CH:11]=[CH:10][C:9]([CH2:12][C:13](Cl)=[O:14])=[CH:8][CH:7]=1.[F:16][C:17]1[C:22]([F:23])=[CH:21][CH:20]=[CH:19][C:18]=1[OH:24], predict the reaction product. The product is: [Cl:5][C:6]1[CH:11]=[CH:10][C:9]([CH2:12][C:13]([C:19]2[CH:20]=[CH:21][C:22]([F:23])=[C:17]([F:16])[C:18]=2[OH:24])=[O:14])=[CH:8][CH:7]=1. (4) The product is: [F:1][C:2]1[CH:3]=[C:4]([NH:14][C:15]([C:17]2[C:18](=[O:24])[NH:19][CH:20]=[CH:21][C:22]=2[NH:49][CH2:50][C:51]2[CH:56]=[CH:55][CH:54]=[CH:53][N:52]=2)=[O:16])[CH:5]=[CH:6][C:7]=1[N:8]1[CH2:13][CH2:12][O:11][CH2:10][CH2:9]1. Given the reactants [F:1][C:2]1[CH:3]=[C:4]([NH:14][C:15]([C:17]2[C:18](=[O:24])[NH:19][CH:20]=[CH:21][C:22]=2Cl)=[O:16])[CH:5]=[CH:6][C:7]=1[N:8]1[CH2:13][CH2:12][O:11][CH2:10][CH2:9]1.FC1C=C(NC(C2C(=O)NC=CC=2I)=O)C=CC=1N1CCOCC1.[NH2:49][CH2:50][C:51]1[CH:56]=[CH:55][CH:54]=[CH:53][N:52]=1.C(N(CC)CC)C, predict the reaction product. (5) Given the reactants [CH3:1][O:2][C:3]1[NH:8][C:7](=[O:9])[C:6]([CH2:10][CH2:11][OH:12])=[C:5]([CH3:13])[N:4]=1.[H-].[Na+].[CH3:16]I, predict the reaction product. The product is: [CH3:1][O:2][C:3]1[N:8]([CH3:16])[C:7](=[O:9])[C:6]([CH2:10][CH2:11][OH:12])=[C:5]([CH3:13])[N:4]=1.